Dataset: Forward reaction prediction with 1.9M reactions from USPTO patents (1976-2016). Task: Predict the product of the given reaction. (1) Given the reactants B(Br)(Br)Br.[CH2:5]([O:7][C:8](=[O:36])[CH2:9][S:10][C:11]1[N:12]([C:29]2[CH:34]=[CH:33][CH:32]=[C:31]([F:35])[CH:30]=2)[C:13](=[O:28])[C:14]2[C:19]([C:20]3[CH:25]=[CH:24][CH:23]=[CH:22][C:21]=3[O:26]C)=[CH:18][S:17][C:15]=2[N:16]=1)[CH3:6], predict the reaction product. The product is: [CH2:5]([O:7][C:8](=[O:36])[CH2:9][S:10][C:11]1[N:12]([C:29]2[CH:34]=[CH:33][CH:32]=[C:31]([F:35])[CH:30]=2)[C:13](=[O:28])[C:14]2[C:19]([C:20]3[CH:25]=[CH:24][CH:23]=[CH:22][C:21]=3[OH:26])=[CH:18][S:17][C:15]=2[N:16]=1)[CH3:6]. (2) Given the reactants B(Br)(Br)Br.[Cl:5][C:6]1[CH:11]=[CH:10][C:9]([CH:12]([C:26]2[CH:31]=[CH:30][CH:29]=[CH:28][CH:27]=2)[NH:13][C:14](=[O:25])[CH2:15][C:16]2[CH:21]=[CH:20][C:19]([O:22]C)=[C:18]([CH3:24])[CH:17]=2)=[C:8]([CH3:32])[CH:7]=1, predict the reaction product. The product is: [Cl:5][C:6]1[CH:11]=[CH:10][C:9]([CH:12]([C:26]2[CH:27]=[CH:28][CH:29]=[CH:30][CH:31]=2)[NH:13][C:14](=[O:25])[CH2:15][C:16]2[CH:21]=[CH:20][C:19]([OH:22])=[C:18]([CH3:24])[CH:17]=2)=[C:8]([CH3:32])[CH:7]=1. (3) The product is: [NH:1]1[C:9]2[C:4](=[CH:5][C:6]([C:10]([O:12][CH3:13])=[O:11])=[CH:7][CH:8]=2)[CH2:3][CH2:2]1. Given the reactants [NH:1]1[C:9]2[C:4](=[CH:5][C:6]([C:10]([O:12][CH3:13])=[O:11])=[CH:7][CH:8]=2)[CH:3]=[CH:2]1.C([BH3-])#N.[Na+].O.[OH-].[Na+], predict the reaction product.